This data is from Peptide-MHC class I binding affinity with 185,985 pairs from IEDB/IMGT. The task is: Regression. Given a peptide amino acid sequence and an MHC pseudo amino acid sequence, predict their binding affinity value. This is MHC class I binding data. (1) The peptide sequence is RVLGRVLPY. The MHC is HLA-A01:01 with pseudo-sequence HLA-A01:01. The binding affinity (normalized) is 0.0847. (2) The MHC is Mamu-B8701 with pseudo-sequence Mamu-B8701. The peptide sequence is LDEADEML. The binding affinity (normalized) is 0.516. (3) The peptide sequence is VLQQIFHSS. The MHC is HLA-A02:16 with pseudo-sequence HLA-A02:16. The binding affinity (normalized) is 0.0847. (4) The peptide sequence is IRKVEWPDL. The MHC is HLA-B07:02 with pseudo-sequence HLA-B07:02. The binding affinity (normalized) is 0.0847. (5) The peptide sequence is RMMETWHPL. The MHC is BoLA-D18.4 with pseudo-sequence BoLA-D18.4. The binding affinity (normalized) is 1.00.